The task is: Predict the reactants needed to synthesize the given product.. This data is from Full USPTO retrosynthesis dataset with 1.9M reactions from patents (1976-2016). (1) Given the product [C:1]([C:5]1[CH:31]=[C:8]2[N:9]=[C:10]([CH3:30])[C:11]([CH:22]([CH2:27][CH2:28][CH3:29])[C:23]([OH:25])=[O:24])=[C:12]([C:13]3[CH:18]=[CH:17][C:16]([Cl:19])=[CH:15][C:14]=3[O:20][CH3:21])[N:7]2[N:6]=1)([CH3:3])([CH3:4])[CH3:2], predict the reactants needed to synthesize it. The reactants are: [C:1]([C:5]1[CH:31]=[C:8]2[N:9]=[C:10]([CH3:30])[C:11]([CH:22]([CH2:27][CH2:28][CH3:29])[C:23]([O:25]C)=[O:24])=[C:12]([C:13]3[CH:18]=[CH:17][C:16]([Cl:19])=[CH:15][C:14]=3[O:20][CH3:21])[N:7]2[N:6]=1)([CH3:4])([CH3:3])[CH3:2].[OH-].[Na+]. (2) Given the product [F:10][C:11]1[CH:16]=[C:15]([F:17])[CH:14]=[C:13]([F:18])[C:12]=1[C:2]1[N:9]=[CH:8][CH:7]=[CH:6][C:3]=1[C:4]#[N:5], predict the reactants needed to synthesize it. The reactants are: Cl[C:2]1[N:9]=[CH:8][CH:7]=[CH:6][C:3]=1[C:4]#[N:5].[F:10][C:11]1[CH:16]=[C:15]([F:17])[CH:14]=[C:13]([F:18])[C:12]=1B(O)O.